This data is from Full USPTO retrosynthesis dataset with 1.9M reactions from patents (1976-2016). The task is: Predict the reactants needed to synthesize the given product. (1) The reactants are: [CH:1]([O:4][C:5]1[CH:6]=[C:7]([C:15]2[O:19][N:18]=[C:17]([C:20]3[CH:28]=[CH:27]C4NC5[CH:29]([CH2:32][C:33]([OH:35])=[O:34])[CH2:30][CH2:31][C:23]=5[C:22]=4[CH:21]=3)[N:16]=2)[CH:8]=[C:9]([C:11]([F:14])([F:13])[F:12])[CH:10]=1)([CH3:3])[CH3:2].[CH3:36][N:37]([CH:39]=O)[CH3:38].[H-].[Na+].I[CH3:44].Cl. Given the product [CH:1]([O:4][C:5]1[CH:6]=[C:7]([C:15]2[O:19][N:18]=[C:17]([C:20]3[CH:28]=[CH:27][C:38]4[N:37]([CH3:36])[C:39]5[CH:29]([CH2:32][C:33]([O:35][CH3:44])=[O:34])[CH2:30][CH2:31][C:23]=5[C:22]=4[CH:21]=3)[N:16]=2)[CH:8]=[C:9]([C:11]([F:12])([F:14])[F:13])[CH:10]=1)([CH3:2])[CH3:3], predict the reactants needed to synthesize it. (2) Given the product [I:15][C:7]1[C:8]2[C:9](=[N:10][CH:11]=[N:12][C:13]=2[NH2:14])[N:5]([CH2:4][CH2:3][CH2:2][N:16]2[CH2:21][CH2:20][O:19][CH2:18][CH2:17]2)[N:6]=1, predict the reactants needed to synthesize it. The reactants are: Br[CH2:2][CH2:3][CH2:4][N:5]1[C:9]2=[N:10][CH:11]=[N:12][C:13]([NH2:14])=[C:8]2[C:7]([I:15])=[N:6]1.[NH:16]1[CH2:21][CH2:20][O:19][CH2:18][CH2:17]1.C(N(CC)CC)C.